This data is from Reaction yield outcomes from USPTO patents with 853,638 reactions. The task is: Predict the reaction yield, written as a fraction of the theoretical maximum amount of product (1.0 means a 100% yield; for example, 0.34 means a 34% yield). (1) The product is [Cl:1][C:2]1[N:3]=[C:4]([CH2:10][CH:11]=[CH2:12])[C:5]([O:8][CH3:9])=[C:6]([Cl:14])[N:7]=1. The yield is 0.670. The catalyst is C1COCC1. The reactants are [Cl:1][C:2]1[NH:3][C:4](Cl)([CH2:10][CH:11]=[CH2:12])[C:5]([O:8][CH3:9])=[CH:6][N:7]=1.[Cl:14]C1N=CC(OC)=C(Cl)N=1.C([Mg]Br)C=C.C(C1C(=O)C(Cl)=C(Cl)C(=O)C=1C#N)#N. (2) The reactants are CC(OC(/N=N/C(OC(C)C)=O)=O)C.[Cl:15][C:16]1[C:21]2[C:22](=[O:26])[NH:23][N:24]=[CH:25][C:20]=2[CH:19]=[N:18][CH:17]=1.[N:27]1[C:36]2[C:31](=[CH:32][CH:33]=[CH:34][CH:35]=2)[CH:30]=[CH:29][C:28]=1[CH2:37][CH2:38]O.C(Cl)Cl. The catalyst is C1COCC1.O. The product is [Cl:15][C:16]1[C:21]2[C:22](=[O:26])[N:23]([CH2:38][CH2:37][C:28]3[CH:29]=[CH:30][C:31]4[C:36](=[CH:35][CH:34]=[CH:33][CH:32]=4)[N:27]=3)[N:24]=[CH:25][C:20]=2[CH:19]=[N:18][CH:17]=1. The yield is 0.760. (3) The reactants are [Si]([O:8][CH2:9][C@:10]1([CH3:37])[S:16][CH2:15][CH2:14][N:13]2[C:17]([C:20]3([C:23]4[CH:28]=[CH:27][C:26]([C:29]5[CH:36]=[CH:35][C:32]([C:33]#[N:34])=[CH:31][N:30]=5)=[CH:25][CH:24]=4)[CH2:22][CH2:21]3)=[N:18][N:19]=[C:12]2[CH2:11]1)(C(C)(C)C)(C)C.[F-].C([N+](CCCC)(CCCC)CCCC)CCC.C(=O)([O-])O.[Na+]. The catalyst is O1CCCC1. The product is [OH:8][CH2:9][C@:10]1([CH3:37])[S:16][CH2:15][CH2:14][N:13]2[C:17]([C:20]3([C:23]4[CH:28]=[CH:27][C:26]([C:29]5[CH:36]=[CH:35][C:32]([C:33]#[N:34])=[CH:31][N:30]=5)=[CH:25][CH:24]=4)[CH2:22][CH2:21]3)=[N:18][N:19]=[C:12]2[CH2:11]1. The yield is 0.710. (4) The reactants are C(N(CC)CC)C.[CH3:8][C:9]1[NH:13][N:12]=[C:11]([O:14][C:15]2[C:20]([N+:21]([O-:23])=[O:22])=[CH:19][CH:18]=[C:17]([O:24][CH3:25])[N:16]=2)[CH:10]=1.[CH2:26]([N:28]=[C:29]=[O:30])[CH3:27].Cl. The catalyst is C(OCC)(=O)C. The product is [CH2:26]([NH:28][C:29]([N:13]1[C:9]([CH3:8])=[CH:10][C:11]([O:14][C:15]2[C:20]([N+:21]([O-:23])=[O:22])=[CH:19][CH:18]=[C:17]([O:24][CH3:25])[N:16]=2)=[N:12]1)=[O:30])[CH3:27]. The yield is 0.598. (5) The reactants are [C:1]([O:5][C:6]([NH:8][S:9]([NH:12][CH2:13][C:14]([O:16][CH2:17][CH3:18])=[O:15])(=[O:11])=[O:10])=[O:7])([CH3:4])([CH3:3])[CH3:2].C1(P(C2C=CC=CC=2)C2C=CC=CC=2)C=CC=CC=1.[CH3:38][O:39][C:40]1[CH:47]=[CH:46][C:43]([CH2:44]O)=[CH:42][CH:41]=1.N(C(OCC)=O)=NC(OCC)=O. The catalyst is O1CCCC1. The product is [C:1]([O:5][C:6]([N:8]([CH2:44][C:43]1[CH:46]=[CH:47][C:40]([O:39][CH3:38])=[CH:41][CH:42]=1)[S:9]([NH:12][CH2:13][C:14]([O:16][CH2:17][CH3:18])=[O:15])(=[O:11])=[O:10])=[O:7])([CH3:4])([CH3:3])[CH3:2]. The yield is 0.620. (6) The product is [C:43]([C:41]1[N:42]=[C:38]([NH:37][C:35]([C:33]2[CH:32]=[CH:31][N:18]3[C:19](=[O:30])[C:20](/[CH:21]=[CH:22]/[C:23]([O:25][C:26]([CH3:29])([CH3:28])[CH3:27])=[O:24])=[C:15]([N:11]4[CH2:12][CH2:13][CH2:14][C@H:9]([NH:8][C:6](=[O:7])[CH2:5][OH:4])[CH2:10]4)[N:16]=[C:17]3[CH:34]=2)=[O:36])[S:39][CH:40]=1)([CH3:46])([CH3:44])[CH3:45]. The catalyst is C1COCC1. The yield is 0.847. The reactants are C([O:4][CH2:5][C:6]([NH:8][C@H:9]1[CH2:14][CH2:13][CH2:12][N:11]([C:15]2[N:16]=[C:17]3[CH:34]=[C:33]([C:35]([NH:37][C:38]4[S:39][CH:40]=[C:41]([C:43]([CH3:46])([CH3:45])[CH3:44])[N:42]=4)=[O:36])[CH:32]=[CH:31][N:18]3[C:19](=[O:30])[C:20]=2/[CH:21]=[CH:22]/[C:23]([O:25][C:26]([CH3:29])([CH3:28])[CH3:27])=[O:24])[CH2:10]1)=[O:7])(=O)C.[OH-].[Na+]. (7) The reactants are [NH:1]1[C:6]([C:7](O)=[O:8])=[CH:5][CH:4]=[CH:3][C:2]1=[O:10].COCCOC.[H-].[Al+3].[Li+].[H-].[H-].[H-].C(O)(=O)C. The catalyst is C1COCC1. The product is [OH:8][CH2:7][C:6]1[NH:1][C:2](=[O:10])[CH:3]=[CH:4][CH:5]=1. The yield is 0.320.